Dataset: Merck oncology drug combination screen with 23,052 pairs across 39 cell lines. Task: Regression. Given two drug SMILES strings and cell line genomic features, predict the synergy score measuring deviation from expected non-interaction effect. (1) Drug 2: CCC1(O)C(=O)OCc2c1cc1n(c2=O)Cc2cc3c(CN(C)C)c(O)ccc3nc2-1. Cell line: UWB1289BRCA1. Drug 1: CC(C)CC(NC(=O)C(Cc1ccccc1)NC(=O)c1cnccn1)B(O)O. Synergy scores: synergy=-1.88. (2) Drug 1: Nc1ccn(C2OC(CO)C(O)C2(F)F)c(=O)n1. Drug 2: O=C(O)C1(Cc2cccc(Nc3nccs3)n2)CCC(Oc2cccc(Cl)c2F)CC1. Cell line: SW620. Synergy scores: synergy=7.02. (3) Drug 1: COC1CC2CCC(C)C(O)(O2)C(=O)C(=O)N2CCCCC2C(=O)OC(C(C)CC2CCC(OP(C)(C)=O)C(OC)C2)CC(=O)C(C)C=C(C)C(O)C(OC)C(=O)C(C)CC(C)C=CC=CC=C1C. Drug 2: Cn1c(=O)n(-c2ccc(C(C)(C)C#N)cc2)c2c3cc(-c4cnc5ccccc5c4)ccc3ncc21. Cell line: HCT116. Synergy scores: synergy=40.9. (4) Drug 1: COc1cc(C2c3cc4c(cc3C(OC3OC5COC(C)OC5C(O)C3O)C3COC(=O)C23)OCO4)cc(OC)c1O. Drug 2: CCN(CC)CCNC(=O)c1c(C)[nH]c(C=C2C(=O)Nc3ccc(F)cc32)c1C. Cell line: VCAP. Synergy scores: synergy=5.12. (5) Drug 1: CC(C)CC(NC(=O)C(Cc1ccccc1)NC(=O)c1cnccn1)B(O)O. Drug 2: COC1=C2CC(C)CC(OC)C(O)C(C)C=C(C)C(OC(N)=O)C(OC)C=CC=C(C)C(=O)NC(=CC1=O)C2=O. Cell line: A375. Synergy scores: synergy=9.45. (6) Drug 1: O=C(CCCCCCC(=O)Nc1ccccc1)NO. Drug 2: C=CCn1c(=O)c2cnc(Nc3ccc(N4CCN(C)CC4)cc3)nc2n1-c1cccc(C(C)(C)O)n1. Cell line: SW837. Synergy scores: synergy=7.17. (7) Drug 1: N#Cc1ccc(Cn2cncc2CN2CCN(c3cccc(Cl)c3)C(=O)C2)cc1. Drug 2: CCN(CC)CCNC(=O)c1c(C)[nH]c(C=C2C(=O)Nc3ccc(F)cc32)c1C. Cell line: RKO. Synergy scores: synergy=12.5. (8) Drug 1: CS(=O)(=O)CCNCc1ccc(-c2ccc3ncnc(Nc4ccc(OCc5cccc(F)c5)c(Cl)c4)c3c2)o1. Drug 2: O=C(O)C1(Cc2cccc(Nc3nccs3)n2)CCC(Oc2cccc(Cl)c2F)CC1. Cell line: LOVO. Synergy scores: synergy=28.4. (9) Drug 1: Nc1ccn(C2OC(CO)C(O)C2(F)F)c(=O)n1. Drug 2: C=CCn1c(=O)c2cnc(Nc3ccc(N4CCN(C)CC4)cc3)nc2n1-c1cccc(C(C)(C)O)n1. Cell line: UWB1289. Synergy scores: synergy=39.5. (10) Drug 1: CN1C(=O)C=CC2(C)C3CCC4(C)C(NC(=O)OCC(F)(F)F)CCC4C3CCC12. Drug 2: CS(=O)(=O)CCNCc1ccc(-c2ccc3ncnc(Nc4ccc(OCc5cccc(F)c5)c(Cl)c4)c3c2)o1. Cell line: SW620. Synergy scores: synergy=-1.68.